From a dataset of Peptide-MHC class II binding affinity with 134,281 pairs from IEDB. Regression. Given a peptide amino acid sequence and an MHC pseudo amino acid sequence, predict their binding affinity value. This is MHC class II binding data. (1) The peptide sequence is NLNIKLNMPLYIAGN. The MHC is DRB1_1602 with pseudo-sequence DRB1_1602. The binding affinity (normalized) is 0.192. (2) The MHC is DRB3_0202 with pseudo-sequence DRB3_0202. The binding affinity (normalized) is 0.0205. The peptide sequence is AGGAGGVGAVGGKGG. (3) The binding affinity (normalized) is 0.275. The peptide sequence is ALQAAPKAAQVL. The MHC is H-2-IAs with pseudo-sequence H-2-IAs. (4) The peptide sequence is VYRIMTRGLLGSYQAGA. The MHC is DRB1_0405 with pseudo-sequence DRB1_0405. The binding affinity (normalized) is 0.